This data is from Reaction yield outcomes from USPTO patents with 853,638 reactions. The task is: Predict the reaction yield, written as a fraction of the theoretical maximum amount of product (1.0 means a 100% yield; for example, 0.34 means a 34% yield). (1) The reactants are [N:1]([CH2:4][CH2:5][C:6]1[S:7][CH:8]=[CH:9][CH:10]=1)=[C:2]=[S:3].[C:11]([NH2:19])([CH2:14][C:15]([CH3:18])([CH3:17])[CH3:16])([CH3:13])[CH3:12]. No catalyst specified. The product is [C:11]([NH:19][C:2]([NH:1][CH2:4][CH2:5][C:6]1[S:7][CH:8]=[CH:9][CH:10]=1)=[S:3])([CH2:14][C:15]([CH3:18])([CH3:17])[CH3:16])([CH3:13])[CH3:12]. The yield is 0.830. (2) The reactants are C([O:8][C:9]1[CH:29]=[CH:28][C:12]([O:13][CH2:14][CH2:15][C:16]2[N:17]=[C:18]([C:22]3[CH:27]=[CH:26][CH:25]=[CH:24][CH:23]=3)[O:19][C:20]=2[CH3:21])=[C:11]([CH2:30][CH2:31][CH3:32])[CH:10]=1)C1C=CC=CC=1.[H][H]. The catalyst is C1COCC1.[Pd]. The product is [CH3:21][C:20]1[O:19][C:18]([C:22]2[CH:23]=[CH:24][CH:25]=[CH:26][CH:27]=2)=[N:17][C:16]=1[CH2:15][CH2:14][O:13][C:12]1[CH:28]=[CH:29][C:9]([OH:8])=[CH:10][C:11]=1[CH2:30][CH2:31][CH3:32]. The yield is 0.780. (3) The product is [NH2:14][C:13]1[C:10](=[N:9][NH:8][C:5]2[CH:6]=[CH:7][C:2]([Br:1])=[CH:3][CH:4]=2)[C:11]([NH2:12])=[N:30][N:29]=1. The yield is 0.780. No catalyst specified. The reactants are [Br:1][C:2]1[CH:7]=[CH:6][C:5]([NH:8][N:9]=[C:10]([C:13]#[N:14])[C:11]#[N:12])=[CH:4][CH:3]=1.BrC1C=CC(N)=CC=1.C(#N)CC#N.O.[NH2:29][NH2:30]. (4) The reactants are [Cl:1][C:2]1[CH:7]=[CH:6][C:5]([CH3:8])=[CH:4][C:3]=1[OH:9].CI.[C:12]([O-])([O-])=O.[K+].[K+]. The catalyst is CC#N. The product is [Cl:1][C:2]1[CH:7]=[CH:6][C:5]([CH3:8])=[CH:4][C:3]=1[O:9][CH3:12]. The yield is 0.890. (5) The reactants are C([O:3][C:4]([C:6]1[C:14]2[CH2:13][CH2:12][N:11]([C:15]3[CH:20]=[CH:19][C:18]([N:21]4[CH2:26][CH2:25][CH2:24][CH2:23][C:22]4=[O:27])=[CH:17][CH:16]=3)[C:10](=[O:28])[C:9]=2[N:8]([C:29]2[CH:34]=[CH:33][C:32]([O:35][CH3:36])=[CH:31][CH:30]=2)[N:7]=1)=O)C.C([NH2:39])=O.CO[Na].O. The catalyst is CN(C=O)C.CO. The product is [CH3:36][O:35][C:32]1[CH:31]=[CH:30][C:29]([N:8]2[C:9]3[C:10](=[O:28])[N:11]([C:15]4[CH:20]=[CH:19][C:18]([N:21]5[CH2:26][CH2:25][CH2:24][CH2:23][C:22]5=[O:27])=[CH:17][CH:16]=4)[CH2:12][CH2:13][C:14]=3[C:6]([C:4]([NH2:39])=[O:3])=[N:7]2)=[CH:34][CH:33]=1. The yield is 0.710. (6) The reactants are [Cl:1][C:2]1[C:3]([OH:24])=[C:4]([CH2:12][CH2:13][CH2:14][CH2:15][CH2:16][CH2:17][CH2:18][CH2:19][CH2:20][C:21]([OH:23])=[O:22])[C:5]([OH:11])=[C:6]([CH:9]=[O:10])[C:7]=1[CH3:8].C(OC(C(F)(F)F)=O)(C(F)(F)F)=O.[CH3:38][C:39](O)([CH3:41])[CH3:40]. The catalyst is C1(C)C=CC=CC=1.C([O-])(O)=O.[Na+]. The product is [Cl:1][C:2]1[C:3]([OH:24])=[C:4]([CH2:12][CH2:13][CH2:14][CH2:15][CH2:16][CH2:17][CH2:18][CH2:19][CH2:20][C:21]([O:23][C:39]([CH3:41])([CH3:40])[CH3:38])=[O:22])[C:5]([OH:11])=[C:6]([CH:9]=[O:10])[C:7]=1[CH3:8]. The yield is 0.170.